Dataset: Forward reaction prediction with 1.9M reactions from USPTO patents (1976-2016). Task: Predict the product of the given reaction. (1) Given the reactants [Cl:1]N1C(=O)CCC1=O.[CH:9]1([C:15]2[CH:20]=[CH:19][C:18]([N:21]3[C@@H:25]([C:26]4[CH:31]=[CH:30][C:29]([C:32]5[NH:36][C:35]([C@@H:37]6[CH2:41][CH2:40][CH2:39][N:38]6[C:42](=[O:52])[C@@H:43]([NH:47][C:48]([O:50][CH3:51])=[O:49])[CH:44]([CH3:46])[CH3:45])=[N:34]C=5)=[CH:28][CH:27]=4)[CH2:24][CH2:23][C@@H:22]3[C:53]3[CH:58]=[CH:57][C:56]([C:59]4[NH:63][C:62]([C@@H:64]5[CH2:68][CH2:67][CH2:66][N:65]5[C:69](=[O:79])[C@@H:70]([NH:74][C:75](=[O:78])[O:76][CH3:77])[CH:71]([CH3:73])[CH3:72])=[N:61][CH:60]=4)=[CH:55][CH:54]=3)=[CH:17][CH:16]=2)[CH2:14][CH2:13][CH2:12][CH2:11][CH2:10]1.Cl[CH2:81][Cl:82], predict the reaction product. The product is: [Cl:1][C:60]1[N:61]=[C:62]([C@@H:64]2[CH2:68][CH2:67][CH2:66][N:65]2[C:69](=[O:79])[C@@H:70]([NH:74][C:75](=[O:78])[O:76][CH3:77])[CH:71]([CH3:73])[CH3:72])[NH:63][C:59]=1[C:56]1[CH:55]=[CH:54][C:53]([C@H:22]2[CH2:23][CH2:24][C@H:25]([C:26]3[CH:31]=[CH:30][C:29]([C:32]4[NH:36][C:35]([C@@H:37]5[CH2:41][CH2:40][CH2:39][N:38]5[C:42](=[O:52])[C@@H:43]([NH:47][C:48]([O:50][CH3:51])=[O:49])[CH:44]([CH3:46])[CH3:45])=[N:34][C:81]=4[Cl:82])=[CH:28][CH:27]=3)[N:21]2[C:18]2[CH:19]=[CH:20][C:15]([CH:9]3[CH2:10][CH2:11][CH2:12][CH2:13][CH2:14]3)=[CH:16][CH:17]=2)=[CH:58][CH:57]=1. (2) Given the reactants Cl[C:2]1[CH:7]=[CH:6][C:5]([N+:8]([O-:10])=[O:9])=[CH:4][C:3]=1[S:11]([NH2:14])(=[O:13])=[O:12].C(=O)([O-])[O-].[NH4+:19].[NH4+].[OH-].[NH4+], predict the reaction product. The product is: [NH2:19][C:2]1[CH:7]=[CH:6][C:5]([N+:8]([O-:10])=[O:9])=[CH:4][C:3]=1[S:11]([NH2:14])(=[O:13])=[O:12]. (3) Given the reactants [O:1]=[C:2]1[C:10]2[C:5](=[CH:6][C:7]([O:11][CH2:12][C@H:13]3[CH2:17][CH2:16][CH2:15][O:14]3)=[CH:8][CH:9]=2)[CH2:4][CH:3]1[O:18]C(=O)C.C(=O)([O-])[O-].[K+].[K+].O, predict the reaction product. The product is: [OH:18][CH:3]1[CH2:4][C:5]2[C:10](=[CH:9][CH:8]=[C:7]([O:11][CH2:12][C@H:13]3[CH2:17][CH2:16][CH2:15][O:14]3)[CH:6]=2)[C:2]1=[O:1]. (4) Given the reactants [H-].C([Al+]CC(C)C)C(C)C.[CH3:11][C:12]1([CH3:24])[O:16][C@H:15](/[CH:17]=[CH:18]\[C:19](OCC)=[O:20])[CH2:14][O:13]1.[C@H](O)(C([O-])=O)[C@@H](O)C([O-])=O.[Na+].[K+], predict the reaction product. The product is: [CH3:11][C:12]1([CH3:24])[O:16][C@H:15](/[CH:17]=[CH:18]\[CH2:19][OH:20])[CH2:14][O:13]1. (5) The product is: [CH3:18][N:15]1[CH2:14][CH2:13][N:12]([C:8]2[N:7]3[C:3]([CH2:2][NH:1][S:35]([CH:32]([CH3:34])[CH3:33])(=[O:37])=[O:36])=[C:4]([CH2:19][N:20]([CH3:31])[C@@H:21]4[C:30]5[N:29]=[CH:28][CH:27]=[CH:26][C:25]=5[CH2:24][CH2:23][CH2:22]4)[N:5]=[C:6]3[CH:11]=[CH:10][CH:9]=2)[CH2:17][CH2:16]1. Given the reactants [NH2:1][CH2:2][C:3]1[N:7]2[C:8]([N:12]3[CH2:17][CH2:16][N:15]([CH3:18])[CH2:14][CH2:13]3)=[CH:9][CH:10]=[CH:11][C:6]2=[N:5][C:4]=1[CH2:19][N:20]([CH3:31])[C@@H:21]1[C:30]2[N:29]=[CH:28][CH:27]=[CH:26][C:25]=2[CH2:24][CH2:23][CH2:22]1.[CH:32]([S:35](Cl)(=[O:37])=[O:36])([CH3:34])[CH3:33], predict the reaction product. (6) Given the reactants Cl.CN.[CH2:4]([N:6](CC)CC)C.[CH3:11][C:12]1([CH3:22])[O:16]/[C:15](=[CH:17]\[C:18](Cl)=[O:19])/[C:14](=[O:21])[O:13]1, predict the reaction product. The product is: [CH3:11][C:12]1([CH3:22])[O:16]/[C:15](=[CH:17]\[C:18]([NH:6][CH3:4])=[O:19])/[C:14](=[O:21])[O:13]1.